This data is from NCI-60 drug combinations with 297,098 pairs across 59 cell lines. The task is: Regression. Given two drug SMILES strings and cell line genomic features, predict the synergy score measuring deviation from expected non-interaction effect. (1) Drug 1: C1=NC2=C(N=C(N=C2N1C3C(C(C(O3)CO)O)O)F)N. Drug 2: CN1C(=O)N2C=NC(=C2N=N1)C(=O)N. Cell line: OVCAR-8. Synergy scores: CSS=34.8, Synergy_ZIP=-0.0535, Synergy_Bliss=2.64, Synergy_Loewe=-24.7, Synergy_HSA=1.41. (2) Drug 1: CC1=CC=C(C=C1)C2=CC(=NN2C3=CC=C(C=C3)S(=O)(=O)N)C(F)(F)F. Drug 2: C1=NC2=C(N=C(N=C2N1C3C(C(C(O3)CO)O)F)Cl)N. Cell line: DU-145. Synergy scores: CSS=-7.43, Synergy_ZIP=5.22, Synergy_Bliss=2.83, Synergy_Loewe=-12.3, Synergy_HSA=-5.52. (3) Drug 1: COC1=NC(=NC2=C1N=CN2C3C(C(C(O3)CO)O)O)N. Drug 2: C1CCC(C(C1)N)N.C(=O)(C(=O)[O-])[O-].[Pt+4]. Cell line: OVCAR-4. Synergy scores: CSS=3.28, Synergy_ZIP=-1.34, Synergy_Bliss=-2.08, Synergy_Loewe=-8.37, Synergy_HSA=-4.65. (4) Drug 1: CC1=C(C(=CC=C1)Cl)NC(=O)C2=CN=C(S2)NC3=CC(=NC(=N3)C)N4CCN(CC4)CCO. Drug 2: CC(C)(C#N)C1=CC(=CC(=C1)CN2C=NC=N2)C(C)(C)C#N. Cell line: EKVX. Synergy scores: CSS=-1.15, Synergy_ZIP=-1.63, Synergy_Bliss=-4.06, Synergy_Loewe=-6.11, Synergy_HSA=-4.95. (5) Drug 1: CN(C(=O)NC(C=O)C(C(C(CO)O)O)O)N=O. Drug 2: C1CNP(=O)(OC1)N(CCCl)CCCl. Cell line: T-47D. Synergy scores: CSS=-0.440, Synergy_ZIP=-1.06, Synergy_Bliss=-3.10, Synergy_Loewe=-3.10, Synergy_HSA=-4.18. (6) Drug 2: C1=NC2=C(N1)C(=S)N=CN2. Drug 1: CC1=C(C=C(C=C1)NC(=O)C2=CC=C(C=C2)CN3CCN(CC3)C)NC4=NC=CC(=N4)C5=CN=CC=C5. Synergy scores: CSS=12.9, Synergy_ZIP=-2.28, Synergy_Bliss=1.54, Synergy_Loewe=-9.03, Synergy_HSA=-0.127. Cell line: SK-MEL-28. (7) Drug 1: CS(=O)(=O)C1=CC(=C(C=C1)C(=O)NC2=CC(=C(C=C2)Cl)C3=CC=CC=N3)Cl. Drug 2: C1=CC(=CC=C1CCCC(=O)O)N(CCCl)CCCl. Cell line: SNB-75. Synergy scores: CSS=12.4, Synergy_ZIP=-3.71, Synergy_Bliss=0.592, Synergy_Loewe=-11.2, Synergy_HSA=-1.31.